From a dataset of Catalyst prediction with 721,799 reactions and 888 catalyst types from USPTO. Predict which catalyst facilitates the given reaction. Reactant: Br[C:2]1[CH:3]=[C:4]2[C:9](=[N:10][C:11]=1[CH:12]([O:15][CH3:16])[O:13][CH3:14])[NH:8][CH2:7][CH2:6][CH2:5]2.[CH3:17][O-:18].[Na+].[NH4+].[Cl-]. Product: [CH3:14][O:13][CH:12]([O:15][CH3:16])[C:11]1[N:10]=[C:9]2[C:4]([CH2:5][CH2:6][CH2:7][NH:8]2)=[CH:3][C:2]=1[O:18][CH3:17]. The catalyst class is: 5.